The task is: Regression. Given a peptide amino acid sequence and an MHC pseudo amino acid sequence, predict their binding affinity value. This is MHC class I binding data.. This data is from Peptide-MHC class I binding affinity with 185,985 pairs from IEDB/IMGT. The peptide sequence is RYPLTFGW. The binding affinity (normalized) is 0. The MHC is HLA-B18:01 with pseudo-sequence HLA-B18:01.